This data is from Reaction yield outcomes from USPTO patents with 853,638 reactions. The task is: Predict the reaction yield, written as a fraction of the theoretical maximum amount of product (1.0 means a 100% yield; for example, 0.34 means a 34% yield). (1) The reactants are CN(C(ON1N=NC2C=CC=NC1=2)=[N+](C)C)C.F[P-](F)(F)(F)(F)F.[Br:25][C:26]1[CH:31]=[CH:30][C:29]([C@H:32]([C@@H:36]2[CH2:40][CH2:39][C:38]([CH3:42])([CH3:41])[N:37]2[C:43]([O:45][C:46]([CH3:49])([CH3:48])[CH3:47])=[O:44])[C:33]([OH:35])=O)=[C:28]([F:50])[CH:27]=1.Cl.Cl.[CH3:53][C@H:54]1[C:62]2[C:61]([N:63]3[CH2:68][CH2:67][NH:66][CH2:65][CH2:64]3)=[N:60][CH:59]=[N:58][C:57]=2[C@@H:56]([OH:69])[CH2:55]1.C(N(C(C)C)C(C)C)C. The catalyst is C(Cl)Cl. The product is [Br:25][C:26]1[CH:31]=[CH:30][C:29]([C@@H:32]([C@H:36]2[N:37]([C:43]([O:45][C:46]([CH3:47])([CH3:48])[CH3:49])=[O:44])[C:38]([CH3:41])([CH3:42])[CH2:39][CH2:40]2)[C:33]([N:66]2[CH2:67][CH2:68][N:63]([C:61]3[C:62]4[C@H:54]([CH3:53])[CH2:55][C@@H:56]([OH:69])[C:57]=4[N:58]=[CH:59][N:60]=3)[CH2:64][CH2:65]2)=[O:35])=[C:28]([F:50])[CH:27]=1. The yield is 0.159. (2) The reactants are [CH2:1]([NH:8][C:9](=[O:18])[NH:10][CH2:11][C:12]1([C:15]([OH:17])=O)[CH2:14][CH2:13]1)[C:2]1[CH:7]=[CH:6][CH:5]=[CH:4][CH:3]=1.[NH2:19][C@@H:20]([CH2:43][C:44]1[CH:49]=[CH:48][C:47]([O:50][C:51]([CH3:54])([CH3:53])[CH3:52])=[CH:46][CH:45]=1)[C:21]([N:23]([CH2:35][CH:36]([O:40][CH2:41][CH3:42])[O:37][CH2:38][CH3:39])[CH2:24][C:25]1[CH:26]=[CH:27][CH:28]=[C:29]2[C:34]=1[N:33]=[CH:32][CH:31]=[CH:30]2)=[O:22]. No catalyst specified. The product is [CH2:1]([NH:8][C:9](=[O:18])[NH:10][CH2:11][C:12]1([C:15]([NH:19][C@@H:20]([CH2:43][C:44]2[CH:49]=[CH:48][C:47]([O:50][C:51]([CH3:53])([CH3:52])[CH3:54])=[CH:46][CH:45]=2)[C:21]([N:23]([CH2:35][CH:36]([O:37][CH2:38][CH3:39])[O:40][CH2:41][CH3:42])[CH2:24][C:25]2[CH:26]=[CH:27][CH:28]=[C:29]3[C:34]=2[N:33]=[CH:32][CH:31]=[CH:30]3)=[O:22])=[O:17])[CH2:13][CH2:14]1)[C:2]1[CH:3]=[CH:4][CH:5]=[CH:6][CH:7]=1. The yield is 0.810. (3) The reactants are [C:1]1([CH2:11][NH2:12])[C:10]2[C:5](=[CH:6][CH:7]=[CH:8][CH:9]=2)[CH:4]=[CH:3][CH:2]=1.C([NH:16][C:17]1[CH:26]=[CH:25][CH:24]=[C:23]2[C:18]=1[CH:19]=[CH:20][CH:21]=[C:22]2[S:27]([Cl:30])(=[O:29])=[O:28])(=O)C.C(N(CC)CC)C.Cl. The catalyst is O1CCCC1. The product is [ClH:30].[NH2:16][C:17]1[CH:26]=[CH:25][CH:24]=[C:23]2[C:18]=1[CH:19]=[CH:20][CH:21]=[C:22]2[S:27]([NH:12][CH2:11][C:1]1[C:10]2[C:5](=[CH:6][CH:7]=[CH:8][CH:9]=2)[CH:4]=[CH:3][CH:2]=1)(=[O:29])=[O:28]. The yield is 0.804. (4) The reactants are C(O[C:9]1[CH:14]=[CH:13][CH:12]=[CH:11][C:10]=1[C:15]1[CH:24]=[CH:23][C:22]([N+:25]([O-])=O)=[CH:21][C:16]=1[C:17]([O:19]C)=[O:18])C1C=CC=CC=1. The catalyst is CO.O1CCCC1.[Pd]. The product is [NH2:25][C:22]1[CH:23]=[CH:24][C:15]2[C:10]3[C:9](=[CH:14][CH:13]=[CH:12][CH:11]=3)[O:19][C:17](=[O:18])[C:16]=2[CH:21]=1. The yield is 0.730.